Dataset: Peptide-MHC class I binding affinity with 185,985 pairs from IEDB/IMGT. Task: Regression. Given a peptide amino acid sequence and an MHC pseudo amino acid sequence, predict their binding affinity value. This is MHC class I binding data. (1) The peptide sequence is LPGPQVTAVLLHEES. The MHC is HLA-B58:01 with pseudo-sequence HLA-B58:01. The binding affinity (normalized) is 0.0155. (2) The peptide sequence is KTFSAHNLF. The MHC is HLA-A31:01 with pseudo-sequence HLA-A31:01. The binding affinity (normalized) is 0.485. (3) The peptide sequence is IRNPPMVVF. The MHC is HLA-B39:01 with pseudo-sequence HLA-B39:01. The binding affinity (normalized) is 0.0847. (4) The peptide sequence is IPRNRDNLL. The MHC is HLA-B51:01 with pseudo-sequence HLA-B51:01. The binding affinity (normalized) is 0.0847.